Dataset: Reaction yield outcomes from USPTO patents with 853,638 reactions. Task: Predict the reaction yield, written as a fraction of the theoretical maximum amount of product (1.0 means a 100% yield; for example, 0.34 means a 34% yield). (1) The reactants are B(Br)(Br)Br.[CH2:5]([C:7]1[C:12]([C:13]([F:16])([F:15])[F:14])=[CH:11][C:10]([O:17]C)=[CH:9][C:8]=1[O:19]C)[CH3:6].CO. The catalyst is ClCCl.O. The product is [CH2:5]([C:7]1[C:12]([C:13]([F:14])([F:15])[F:16])=[CH:11][C:10]([OH:17])=[CH:9][C:8]=1[OH:19])[CH3:6]. The yield is 0.400. (2) The reactants are C(O[CH2:5][C:6]1[C:11]([CH3:12])=[C:10]([O:13][CH3:14])[CH:9]=[CH:8][N:7]=1)(=O)C.S(Cl)(Cl)=O.[SH:19][C:20]1[NH:21][C:22]2[CH:28]=[CH:27][CH:26]=[CH:25][C:23]=2[N:24]=1.C[O-].[Na+]. The catalyst is C(Cl)(Cl)Cl.CO. The product is [CH3:14][O:13][C:10]1[CH:9]=[CH:8][N:7]=[C:6]([CH2:5][S:19][C:20]2[NH:24][C:23]3[CH:25]=[CH:26][CH:27]=[CH:28][C:22]=3[N:21]=2)[C:11]=1[CH3:12]. The yield is 0.209. (3) The yield is 0.410. No catalyst specified. The reactants are [CH3:1][N:2]1[C:6](O)=[CH:5][C:4]([C:8]([F:11])([F:10])[F:9])=[N:3]1.P(Br)(Br)([Br:14])=O.[OH-].[Na+]. The product is [Br:14][C:6]1[N:2]([CH3:1])[N:3]=[C:4]([C:8]([F:11])([F:10])[F:9])[CH:5]=1. (4) The product is [N+:1]([C:4]1[CH:5]=[CH:6][C:7]([CH2:10][CH2:11][C:12]([O:14][CH3:19])=[O:13])=[CH:8][CH:9]=1)([O-:3])=[O:2]. The yield is 0.840. No catalyst specified. The reactants are [N+:1]([C:4]1[CH:9]=[CH:8][C:7]([CH2:10][CH2:11][C:12]([OH:14])=[O:13])=[CH:6][CH:5]=1)([O-:3])=[O:2].O=S(Cl)Cl.[CH3:19]O. (5) The reactants are [Br:1][C:2]1[CH:3]=[CH:4][C:5]([CH3:11])=[C:6]([CH:10]=1)C(O)=O.[CH3:12][N:13]([CH:15]=[O:16])C.[C:17](Cl)(=O)C(Cl)=O.NC1[C:34]([CH3:35])=[CH:33][C:27]([C:28]([O:30][CH2:31]C)=[O:29])=[CH:26][C:25]=1C.N1C=CC=CC=1. The catalyst is C1COCC1.C(Cl)Cl.CN(C)C1C=CN=CC=1. The product is [Br:1][C:2]1[CH:10]=[CH:6][C:5]([CH3:11])=[C:4]([CH:3]=1)[C:15]([NH:13][C:12]1[C:26]([CH3:25])=[C:27]([CH:33]=[CH:34][C:35]=1[CH3:17])[C:28]([O:30][CH3:31])=[O:29])=[O:16]. The yield is 0.955. (6) The reactants are C(O[C:6]([N:8]1[CH2:12][CH:11]([O:13][C:14]2[CH:23]=[N:22][C:21]3[C:16](=[CH:17][CH:18]=[CH:19][CH:20]=3)[N:15]=2)[CH:10]([O:24][CH3:25])[CH2:9]1)=O)(C)(C)C.FC(F)(F)C(O)=O.C(=O)(O)[O-].[Na+].ClC1[C:48]2[C:43](=[CH:44][C:45]([O:51][CH3:52])=[C:46]([O:49][CH3:50])[CH:47]=2)[N:42]=[CH:41][N:40]=1.Cl. The catalyst is C(Cl)Cl. The product is [CH3:50][O:49][C:46]1[CH:47]=[C:48]2[C:43](=[CH:44][C:45]=1[O:51][CH3:52])[N:42]=[CH:41][N:40]=[C:6]2[N:8]1[CH2:12][CH:11]([O:13][C:14]2[CH:23]=[N:22][C:21]3[C:16](=[CH:17][CH:18]=[CH:19][CH:20]=3)[N:15]=2)[CH:10]([O:24][CH3:25])[CH2:9]1. The yield is 0.750. (7) The reactants are O[CH2:2][C:3]1[CH:12]=[N:11][C:10]2[N:9]3[CH2:13][CH2:14][CH2:15][CH2:16][CH:8]3[C:7](=[O:17])[NH:6][C:5]=2[CH:4]=1.[I-].C(C[P+](C)(C)C)#N.C(N(C(C)C)C(C)C)C.Cl.[Cl:36][C:37]1[CH:42]=[CH:41][C:40]([N:43]2[CH2:48][CH2:47][NH:46][CH2:45][CH2:44]2)=[CH:39][CH:38]=1. The catalyst is C(#N)CC.O. The product is [Cl:36][C:37]1[CH:38]=[CH:39][C:40]([N:43]2[CH2:48][CH2:47][N:46]([CH2:2][C:3]3[CH:12]=[N:11][C:10]4[N:9]5[CH2:13][CH2:14][CH2:15][CH2:16][CH:8]5[C:7](=[O:17])[NH:6][C:5]=4[CH:4]=3)[CH2:45][CH2:44]2)=[CH:41][CH:42]=1. The yield is 0.390. (8) The reactants are Br[C:2]1[C:3]([CH3:8])=[N:4][CH:5]=[N:6][CH:7]=1.[CH3:9][C:10]1([CH3:26])[C:14]([CH3:16])([CH3:15])[O:13][B:12]([B:12]2[O:13][C:14]([CH3:16])([CH3:15])[C:10]([CH3:26])([CH3:9])[O:11]2)[O:11]1.C([O-])(=O)C.[K+]. The catalyst is CS(C)=O. The product is [CH3:8][C:3]1[C:2]([B:12]2[O:13][C:14]([CH3:16])([CH3:15])[C:10]([CH3:26])([CH3:9])[O:11]2)=[CH:7][N:6]=[CH:5][N:4]=1. The yield is 1.00. (9) The reactants are [CH2:1]([N:8]1[C:20]2[CH:19]=[N:18][C:17]([C:21](OCC)=[O:22])=[CH:16][C:15]=2[C:14]2[C:9]1=[CH:10][CH:11]=[CH:12][CH:13]=2)[C:2]1[CH:7]=[CH:6][CH:5]=[CH:4][CH:3]=1.[H-].[H-].[H-].[H-].[Li+].[Al+3].[OH-].[Na+]. The catalyst is C1COCC1. The product is [CH2:1]([N:8]1[C:20]2[CH:19]=[N:18][C:17]([CH2:21][OH:22])=[CH:16][C:15]=2[C:14]2[C:9]1=[CH:10][CH:11]=[CH:12][CH:13]=2)[C:2]1[CH:7]=[CH:6][CH:5]=[CH:4][CH:3]=1. The yield is 0.520.